This data is from Forward reaction prediction with 1.9M reactions from USPTO patents (1976-2016). The task is: Predict the product of the given reaction. (1) Given the reactants FC(F)(F)C(O)=O.C(OC([N:15]1[C:20]2[CH:21]=[C:22]([Cl:29])[C:23]([NH:25][C:26](=[O:28])[CH3:27])=[CH:24][C:19]=2[O:18][CH:17]([C:30]([N:32]2[CH2:37][CH2:36][C:35]([C:46]#[N:47])([CH2:38][C:39]3[CH:44]=[CH:43][C:42]([F:45])=[CH:41][CH:40]=3)[CH2:34][CH2:33]2)=[O:31])[CH2:16]1)=O)(C)(C)C, predict the reaction product. The product is: [Cl:29][C:22]1[C:23]([NH:25][C:26](=[O:28])[CH3:27])=[CH:24][C:19]2[O:18][CH:17]([C:30]([N:32]3[CH2:37][CH2:36][C:35]([C:46]#[N:47])([CH2:38][C:39]4[CH:44]=[CH:43][C:42]([F:45])=[CH:41][CH:40]=4)[CH2:34][CH2:33]3)=[O:31])[CH2:16][NH:15][C:20]=2[CH:21]=1. (2) Given the reactants C(OC(=O)[NH:7][O:8][CH2:9][CH2:10][N:11]1[CH2:16][CH2:15][O:14][CH2:13][CH2:12]1)(C)(C)C.O1CCOCC1.[ClH:24], predict the reaction product. The product is: [ClH:24].[ClH:24].[N:11]1([CH2:10][CH2:9][O:8][NH2:7])[CH2:16][CH2:15][O:14][CH2:13][CH2:12]1. (3) Given the reactants [C:1]1([CH2:7][CH2:8][CH2:9][CH2:10][C:11]([NH:13][C:14]2[CH:23]=[CH:22][C:17]([C:18](OC)=[O:19])=[CH:16][CH:15]=2)=[O:12])[CH:6]=[CH:5][CH:4]=[CH:3][CH:2]=1.O.[NH2:25][NH2:26], predict the reaction product. The product is: [C:1]1([CH2:7][CH2:8][CH2:9][CH2:10][C:11]([NH:13][C:14]2[CH:23]=[CH:22][C:17]([C:18]([NH:25][NH2:26])=[O:19])=[CH:16][CH:15]=2)=[O:12])[CH:6]=[CH:5][CH:4]=[CH:3][CH:2]=1. (4) The product is: [O:1]=[C:2]([C:13]1[O:14][C:15]([C:18]2[CH:23]=[CH:22][CH:21]=[CH:20][N:19]=2)=[CH:16][N:17]=1)[CH2:3][CH2:4][CH2:5][CH2:6][C:7]#[C:8][C:25]1[CH:30]=[CH:29][C:28]([C:31]([F:34])([F:33])[F:32])=[CH:27][CH:26]=1. Given the reactants [O:1]=[C:2]([C:13]1[O:14][C:15]([C:18]2[CH:23]=[CH:22][CH:21]=[CH:20][N:19]=2)=[CH:16][N:17]=1)[CH2:3][CH2:4][CH2:5][CH2:6][C:7]#[C:8][Si](C)(C)C.I[C:25]1[CH:30]=[CH:29][C:28]([C:31]([F:34])([F:33])[F:32])=[CH:27][CH:26]=1, predict the reaction product. (5) Given the reactants S(=O)(=O)(O)O.[C:6]([C:9]1[CH:10]=[C:11]([N:15]2[C:19](=[O:20])[CH2:18][C:17]([CH:21]([CH3:23])[CH3:22])=[N:16]2)[CH:12]=[CH:13][CH:14]=1)([OH:8])=[O:7].[C:24](OCC)(=O)C, predict the reaction product. The product is: [CH3:24][O:7][C:6]([C:9]1[CH:10]=[C:11]([N:15]2[C:19](=[O:20])[CH2:18][C:17]([CH:21]([CH3:23])[CH3:22])=[N:16]2)[CH:12]=[CH:13][CH:14]=1)=[O:8]. (6) Given the reactants [NH:1]1[C:9]2[C:4](=[CH:5][CH:6]=[CH:7][CH:8]=2)[CH2:3][C:2]1=[O:10].C[Si](C)(C)N[Si](C)(C)C.[Na].[NH2:21][C:22]1[CH:31]=[C:30]2[C:25]([CH2:26][O:27][C:28]2=O)=[CH:24][CH:23]=1.Cl, predict the reaction product. The product is: [NH2:21][C:22]1[CH:31]=[C:30]2[C:25]([CH2:26][O:27][C:28]2=[C:3]2[C:4]3[C:9](=[CH:8][CH:7]=[CH:6][CH:5]=3)[NH:1][C:2]2=[O:10])=[CH:24][CH:23]=1. (7) The product is: [C:1]([O:5][C:6]([N:8]1[CH2:17][CH2:16][C:15]2[C:10](=[CH:11][CH:12]=[C:13]([C:18](=[O:19])[N:23]([O:22][CH3:21])[CH3:24])[CH:14]=2)[CH2:9]1)=[O:7])([CH3:3])([CH3:2])[CH3:4]. Given the reactants [C:1]([O:5][C:6]([N:8]1[CH2:17][CH2:16][C:15]2[C:10](=[CH:11][CH:12]=[C:13]([C:18](O)=[O:19])[CH:14]=2)[CH2:9]1)=[O:7])([CH3:4])([CH3:3])[CH3:2].[CH3:21][O:22][NH:23][CH3:24].CN1CCOCC1.O.[Cl-].COC1N=C(OC)N=C([N+]2(C)CCOCC2)N=1, predict the reaction product. (8) Given the reactants [CH2:1]([N:4]([CH2:8][CH2:9][CH:10]=O)[C:5](=[O:7])[CH3:6])[CH:2]=[CH2:3].[O-]S([O-])(=O)=O.[Mg+2].[Cl:18][C:19]1[CH:32]=[CH:31][C:22]([O:23][C:24]2[CH:29]=[CH:28][CH:27]=[CH:26][C:25]=2[NH2:30])=[CH:21][CH:20]=1.B(F)(F)F.CCOCC.[CH2:42]([Mg]Br)[CH:43]=[CH2:44], predict the reaction product. The product is: [Cl:18][C:19]1[CH:32]=[CH:31][C:22]([O:23][C:24]2[CH:29]=[CH:28][CH:27]=[CH:26][C:25]=2[NH:30][CH:10]([CH2:44][CH:43]=[CH2:42])[CH2:9][CH2:8][N:4]([CH2:1][CH:2]=[CH2:3])[C:5](=[O:7])[CH3:6])=[CH:21][CH:20]=1. (9) Given the reactants [OH:1][CH:2]([C:6]1[CH:11]=[CH:10][C:9]([O:12][CH3:13])=[CH:8][CH:7]=1)[C:3](O)=[O:4].O.[NH2:15][NH2:16], predict the reaction product. The product is: [OH:1][CH:2]([C:6]1[CH:11]=[CH:10][C:9]([O:12][CH3:13])=[CH:8][CH:7]=1)[C:3]([NH:15][NH2:16])=[O:4].